From a dataset of Reaction yield outcomes from USPTO patents with 853,638 reactions. Predict the reaction yield, written as a fraction of the theoretical maximum amount of product (1.0 means a 100% yield; for example, 0.34 means a 34% yield). (1) The reactants are [H-].C([Al+]CC(C)C)C(C)C.[Cl:11][C:12]1[N:13]=[CH:14][C:15]([C:18](OC)=[O:19])=[N:16][CH:17]=1.[OH-].[Na+]. The catalyst is O1CCCC1.C(OCC)C. The product is [Cl:11][C:12]1[N:13]=[CH:14][C:15]([CH2:18][OH:19])=[N:16][CH:17]=1. The yield is 0.280. (2) The yield is 0.840. The reactants are [NH2:1][C:2]1[CH:7]=[C:6]([CH:8]=[C:9]2[C:15]3[CH:16]=[CH:17][CH:18]=[CH:19][C:14]=3[CH2:13][CH2:12][C:11]3[CH:20]=[CH:21][CH:22]=[CH:23][C:10]2=3)[CH:5]=[CH:4][C:3]=1[OH:24].[CH2:25](OC(OCC)OCC)C. The product is [CH:19]1[C:14]2[CH2:13][CH2:12][C:11]3[CH:20]=[CH:21][CH:22]=[CH:23][C:10]=3[C:9](=[CH:8][C:6]3[CH:5]=[CH:4][C:3]4[O:24][CH:25]=[N:1][C:2]=4[CH:7]=3)[C:15]=2[CH:16]=[CH:17][CH:18]=1. No catalyst specified.